From a dataset of Experimentally validated miRNA-target interactions with 360,000+ pairs, plus equal number of negative samples. Binary Classification. Given a miRNA mature sequence and a target amino acid sequence, predict their likelihood of interaction. (1) The miRNA is hsa-miR-6515-5p with sequence UUGGAGGGUGUGGAAGACAUC. The protein sequence of the target gene is MDNRFATAFVIACVLSLISTIYMAASIGTDFWYEYRSPVQENSSDLNKSIWDEFISDEADEKTYNDALFRYNGTVGLWRRCITIPKNMHWYSPPERTESFDVVTKCVSFTLTEQFMEKFVDPGNHNSGIDLLRTYLWRCQFLLPFVSLGLMCFGALIGLCACICRSLYPTIATGILHLLAGLCTLGSVSCYVAGIELLHQKLELPDNVSGEFGWSFCLACVSAPLQFMASALFIWAAHTNRKEYTLMKAYRVA. Result: 1 (interaction). (2) The miRNA is mmu-miR-3097-5p with sequence CACAGGUGGGAAGUGUGUGUCCA. The protein sequence of the target gene is MELQKGKGAAAAAAASGAAGGGGGGAGAGAPGGGRLLLSTSLDAKDELEERLERCMSIVTSMTAGVSEREANDALNAYVCKGLPQHEEICLGLFTLILTEPAQAQKCYRDLALVSRDGMNIVLNKINQILMEKYLKLQDTCRTQLVWLVRELVKSGVLGADGVCMTFMKQIAGGGDVTAKNIWLAESVLDILTEQREWVLKSSILIAMAVYTYLRLIVDHHGTAQLQALRQKEVDFCISLLRERFMECLMIGRDLVRLLQNVARIPEFELLWKDIIHNPQALSPQFTGILQLLQSRTSRK.... Result: 0 (no interaction). (3) The miRNA is hsa-miR-1304-5p with sequence UUUGAGGCUACAGUGAGAUGUG. The protein sequence of the target gene is MTCPRNVTPNSYAEPLAAPGGGERYSRSAGMYMQSGSDFNCGVMRGCGLAPSLSKRDEGSSPSLALNTYPSYLSQLDSWGDPKAAYRLEQPVGRPLSSCSYPPSVKEENVCCMYSAEKRAKSGPEAALYSHPLPESCLGEHEVPVPSYYRASPSYSALDKTPHCSGANDFEAPFEQRASLNPRAEHLESPQLGGKVSFPETPKSDSQTPSPNEIKTEQSLAGPKGSPSESEKERAKAADSSPDTSDNEAKEEIKAENTTGNWLTAKSGRKKRCPYTKHQTLELEKEFLFNMYLTRERRLE.... Result: 0 (no interaction).